From a dataset of Full USPTO retrosynthesis dataset with 1.9M reactions from patents (1976-2016). Predict the reactants needed to synthesize the given product. (1) The reactants are: [CH2:1]1[CH2:6][CH2:5][CH:4]([C:7]([O:9][CH2:10][CH3:11])=[O:8])[CH2:3][CH2:2]1.[CH2:12]([NH2:15])[C:13]#[CH:14]. Given the product [N:15]1[C:1]2[CH2:6][CH2:5][CH:4]([C:7]([O:9][CH2:10][CH3:11])=[O:8])[CH2:3][C:2]=2[CH:14]=[CH:13][CH:12]=1, predict the reactants needed to synthesize it. (2) Given the product [CH3:34][S:35]([O:25][CH2:24][C:21]1[CH:20]=[CH:19][C:18](/[CH:17]=[CH:16]/[C:15](=[O:26])[NH:14][C:11]2[CH:10]=[CH:9][C:8]([C:5]3[CH:6]=[CH:7][C:2]([Cl:1])=[CH:3][CH:4]=3)=[CH:13][CH:12]=2)=[CH:23][CH:22]=1)(=[O:37])=[O:36], predict the reactants needed to synthesize it. The reactants are: [Cl:1][C:2]1[CH:7]=[CH:6][C:5]([C:8]2[CH:13]=[CH:12][C:11]([NH:14][C:15](=[O:26])/[CH:16]=[CH:17]/[C:18]3[CH:23]=[CH:22][C:21]([CH2:24][OH:25])=[CH:20][CH:19]=3)=[CH:10][CH:9]=2)=[CH:4][CH:3]=1.C(N(CC)CC)C.[CH3:34][S:35](Cl)(=[O:37])=[O:36]. (3) The reactants are: [NH2:1][C:2]1[CH:3]=[C:4]([NH:8]C(=O)OC(C)(C)C)[CH:5]=[CH:6][CH:7]=1.N1C=CC=CC=1.[C:22]1([S:28](Cl)(=[O:30])=[O:29])[CH:27]=[CH:26][CH:25]=[CH:24][CH:23]=1.FC(F)(F)C(O)=O. Given the product [NH2:1][C:2]1[CH:3]=[C:4]([NH:8][S:28]([C:22]2[CH:27]=[CH:26][CH:25]=[CH:24][CH:23]=2)(=[O:30])=[O:29])[CH:5]=[CH:6][CH:7]=1, predict the reactants needed to synthesize it. (4) Given the product [CH3:1][CH2:2][CH2:3][CH2:4][CH2:5][CH2:6][CH:14]1[O:13][C:9](=[O:12])[CH2:10][CH2:11]1, predict the reactants needed to synthesize it. The reactants are: [CH2:1](O)[CH2:2][CH2:3][CH2:4][CH2:5][CH2:6]C.[C:9]([O:13][CH3:14])(=[O:12])[CH:10]=[CH2:11].C(OOC(C)(C)C)(C)(C)C. (5) The reactants are: Cl[C:2]1[N:6]([CH2:7][CH2:8][O:9][CH2:10][CH3:11])[C:5]2[CH:12]=[CH:13][CH:14]=[CH:15][C:4]=2[N:3]=1.[CH3:16][N:17]1[CH2:23][CH2:22][CH2:21][NH:20][CH2:19][CH2:18]1.C(N(CC)CC)C.C(OCC)(=O)C.CCCCCC. Given the product [CH3:16][N:17]1[CH2:23][CH2:22][CH2:21][N:20]([C:2]2[N:6]([CH2:7][CH2:8][O:9][CH2:10][CH3:11])[C:5]3[CH:12]=[CH:13][CH:14]=[CH:15][C:4]=3[N:3]=2)[CH2:19][CH2:18]1, predict the reactants needed to synthesize it. (6) Given the product [ClH:23].[CH2:3]([NH:10][C:11]([C:13]1[CH:14]=[C:15]2[C:19](=[CH:20][CH:21]=1)[NH:18][C:17]([OH:22])=[C:16]2[C:24]1[CH:25]=[CH:26][C:27]([S:30]([N:33]2[CH2:38][CH2:37][N:36]([CH3:39])[CH2:35][CH2:34]2)(=[O:32])=[O:31])=[CH:28][N:29]=1)=[O:12])[C:4]1[CH:5]=[CH:6][CH:7]=[CH:8][CH:9]=1, predict the reactants needed to synthesize it. The reactants are: [H-].[Na+].[CH2:3]([NH:10][C:11]([C:13]1[CH:14]=[C:15]2[C:19](=[CH:20][CH:21]=1)[NH:18][C:17](=[O:22])[CH2:16]2)=[O:12])[C:4]1[CH:9]=[CH:8][CH:7]=[CH:6][CH:5]=1.[Cl:23][C:24]1[N:29]=[CH:28][C:27]([S:30]([N:33]2[CH2:38][CH2:37][N:36]([CH3:39])[CH2:35][CH2:34]2)(=[O:32])=[O:31])=[CH:26][CH:25]=1.C(=O)([O-])O.[Na+]. (7) Given the product [Cl:15][C:10]1[CH:9]=[C:8]([C:6]2[N:5]=[C:4]([N:16]3[CH2:20][CH2:19][CH2:18][CH:17]3[CH3:21])[N:3]=[C:2]([N:35]3[CH2:36][CH2:37][N:32]([C:24]4[N:25]=[CH:26][C:27]([NH2:29])=[CH:28][C:23]=4[CH3:22])[CH2:33][CH2:34]3)[CH:7]=2)[CH:13]=[CH:12][C:11]=1[F:14], predict the reactants needed to synthesize it. The reactants are: Cl[C:2]1[CH:7]=[C:6]([C:8]2[CH:13]=[CH:12][C:11]([F:14])=[C:10]([Cl:15])[CH:9]=2)[N:5]=[C:4]([N:16]2[CH2:20][CH2:19][CH2:18][CH:17]2[CH3:21])[N:3]=1.[CH3:22][C:23]1[C:24]([N:32]2[CH2:37][CH2:36][NH:35][CH2:34][CH2:33]2)=[N:25][CH:26]=[C:27]([N+:29]([O-])=O)[CH:28]=1.CCN(C(C)C)C(C)C. (8) Given the product [O:18]=[C:14]1[NH:13][C:12]2[N:19]=[CH:20][C:9](/[CH:8]=[CH:7]/[C:6]([OH:21])=[O:5])=[CH:10][C:11]=2[C:16](=[O:17])[NH:15]1, predict the reactants needed to synthesize it. The reactants are: C([O:5][C:6](=[O:21])/[CH:7]=[CH:8]/[C:9]1[CH:20]=[N:19][C:12]2[NH:13][C:14](=[O:18])[NH:15][C:16](=[O:17])[C:11]=2[CH:10]=1)(C)(C)C.FC(F)(F)C(O)=O. (9) Given the product [CH3:1][S:2][C:3]1[CH:8]=[CH:7][C:6]([N:9]2[CH:14]=[CH:13][C:12]([O:15][CH:16]3[CH2:21][CH2:20][NH:19][CH2:18][CH2:17]3)=[CH:11][C:10]2=[O:32])=[CH:5][CH:4]=1, predict the reactants needed to synthesize it. The reactants are: [CH3:1][S:2][C:3]1[CH:8]=[CH:7][C:6]([N:9]2[CH:14]=[CH:13][C:12]([O:15][CH:16]3[CH2:21][CH2:20][N:19](C(OCC4C=CC=CC=4)=O)[CH2:18][CH2:17]3)=[CH:11][C:10]2=[O:32])=[CH:5][CH:4]=1.I[Si](C)(C)C.